From a dataset of Peptide-MHC class I binding affinity with 185,985 pairs from IEDB/IMGT. Regression. Given a peptide amino acid sequence and an MHC pseudo amino acid sequence, predict their binding affinity value. This is MHC class I binding data. (1) The MHC is HLA-A03:01 with pseudo-sequence HLA-A03:01. The peptide sequence is VLMGGVPGV. The binding affinity (normalized) is 0.0847. (2) The peptide sequence is PFGDSYVII. The MHC is HLA-A23:01 with pseudo-sequence HLA-A23:01. The binding affinity (normalized) is 0.232. (3) The peptide sequence is TYSWGANDTDV. The MHC is Patr-A0901 with pseudo-sequence Patr-A0901. The binding affinity (normalized) is 0.223. (4) The MHC is HLA-B44:03 with pseudo-sequence HLA-B44:03. The peptide sequence is EEILGTVSW. The binding affinity (normalized) is 0.912. (5) The peptide sequence is SEILRTLGF. The MHC is HLA-B44:03 with pseudo-sequence HLA-B44:03. The binding affinity (normalized) is 0.665. (6) The peptide sequence is FLPSDYFPSV. The MHC is HLA-B51:01 with pseudo-sequence HLA-B51:01. The binding affinity (normalized) is 0.00147.